The task is: Predict which catalyst facilitates the given reaction.. This data is from Catalyst prediction with 721,799 reactions and 888 catalyst types from USPTO. (1) Reactant: [CH3:1][O:2][C:3]1[CH:8]=[C:7]([CH3:9])[C:6]([S:10]([N:13]2[CH2:18][CH2:17][CH2:16][CH2:15][CH:14]2[CH2:19][CH2:20][CH2:21][S:22](Cl)(=[O:24])=[O:23])(=[O:12])=[O:11])=[C:5]([CH3:26])[CH:4]=1.[N:27]1[CH:32]=[CH:31][C:30]([N:33]2[CH2:38][CH2:37][C:36]3([CH2:43][CH2:42][NH:41][CH2:40][CH2:39]3)[CH2:35][CH2:34]2)=[CH:29][CH:28]=1.CCN(C(C)C)C(C)C. Product: [CH3:1][O:2][C:3]1[CH:8]=[C:7]([CH3:9])[C:6]([S:10]([N:13]2[CH2:18][CH2:17][CH2:16][CH2:15][CH:14]2[CH2:19][CH2:20][CH2:21][S:22]([N:41]2[CH2:40][CH2:39][C:36]3([CH2:37][CH2:38][N:33]([C:30]4[CH:31]=[CH:32][N:27]=[CH:28][CH:29]=4)[CH2:34][CH2:35]3)[CH2:43][CH2:42]2)(=[O:24])=[O:23])(=[O:12])=[O:11])=[C:5]([CH3:26])[CH:4]=1. The catalyst class is: 2. (2) Reactant: [N+:1]([C:4]1[CH:9]=[CH:8][C:7]([CH:10]([CH2:16][CH2:17][CH2:18][CH3:19])[C:11]([O:13][CH2:14][CH3:15])=[O:12])=[CH:6][CH:5]=1)([O-])=O. Product: [NH2:1][C:4]1[CH:5]=[CH:6][C:7]([CH:10]([CH2:16][CH2:17][CH2:18][CH3:19])[C:11]([O:13][CH2:14][CH3:15])=[O:12])=[CH:8][CH:9]=1. The catalyst class is: 312. (3) Reactant: [Br:1][C:2]1[C:3]([CH3:9])=[C:4]([CH:6]=[CH:7][CH:8]=1)[NH2:5].Br[CH2:11][CH2:12][CH2:13][CH2:14][C:15](Cl)=[O:16].[H-].[Na+]. Product: [Br:1][C:2]1[C:3]([CH3:9])=[C:4]([N:5]2[CH2:11][CH2:12][CH2:13][CH2:14][C:15]2=[O:16])[CH:6]=[CH:7][CH:8]=1. The catalyst class is: 168. (4) Reactant: CN(C)[CH:3]=[C:4]([C:13]1[CH:18]=[CH:17][CH:16]=[CH:15][N:14]=1)[C:5]([C:7]1[CH:11]=[CH:10][O:9][C:8]=1[CH3:12])=O.[ClH:20].[N:21]1([C:28](=[NH:30])[NH2:29])[CH2:27][CH2:26][CH2:25][CH2:24][CH2:23][CH2:22]1.CC(C)([O-])C.[K+]. Product: [ClH:20].[CH3:12][C:8]1[O:9][CH:10]=[CH:11][C:7]=1[C:5]1[C:4]([C:13]2[CH:18]=[CH:17][CH:16]=[CH:15][N:14]=2)=[CH:3][N:29]=[C:28]([N:21]2[CH2:27][CH2:26][CH2:25][CH2:24][CH2:23][CH2:22]2)[N:30]=1. The catalyst class is: 40. (5) Reactant: [CH3:1][O:2][C:3]([C:5]1[CH:10]=[CH:9][C:8](B(O)O)=[CH:7][CH:6]=1)=[O:4].Br[C:15]1[CH:20]=[CH:19][C:18]([N+:21]([O-:23])=[O:22])=[CH:17][N:16]=1. Product: [N+:21]([C:18]1[CH:17]=[N:16][C:15]([C:6]2[CH:7]=[CH:8][CH:9]=[CH:10][C:5]=2[C:3]([O:2][CH3:1])=[O:4])=[CH:20][CH:19]=1)([O-:23])=[O:22]. The catalyst class is: 73. (6) Reactant: [CH2:1]([O:8][C:9]([NH:11][CH2:12][CH2:13][N:14](C(OC(C)(C)C)=O)[S:15]([NH:18][CH2:19][C:20]([O:22][CH2:23][CH3:24])=[O:21])(=[O:17])=[O:16])=[O:10])[C:2]1[CH:7]=[CH:6][CH:5]=[CH:4][CH:3]=1.C(O)(C(F)(F)F)=O. Product: [CH2:1]([O:8][C:9]([NH:11][CH2:12][CH2:13][NH:14][S:15]([NH:18][CH2:19][C:20]([O:22][CH2:23][CH3:24])=[O:21])(=[O:17])=[O:16])=[O:10])[C:2]1[CH:3]=[CH:4][CH:5]=[CH:6][CH:7]=1. The catalyst class is: 91. (7) Reactant: [NH:1]1[CH2:5][CH2:4][CH2:3][C:2]1=[O:6].[F:7][B-:8]([F:11])([F:10])[F:9].[H+]. Product: [F:7][B-:8]([F:11])([F:10])[F:9].[NH2+:1]1[CH2:5][CH2:4][CH2:3][C:2]1=[O:6]. The catalyst class is: 6. (8) Reactant: [F:1][CH2:2][CH2:3][N:4]1[C:9](=[O:10])[CH:8]=[N:7][NH:6][C:5]1=[O:11].C[Si](C)(C)[N-][Si](C)(C)C.[Li+].Br[CH2:23][CH2:24][CH2:25][CH2:26][Cl:27]. Product: [Cl:27][CH2:26][CH2:25][CH2:24][CH2:23][N:6]1[C:5](=[O:11])[N:4]([CH2:3][CH2:2][F:1])[C:9](=[O:10])[CH:8]=[N:7]1. The catalyst class is: 18.